This data is from Forward reaction prediction with 1.9M reactions from USPTO patents (1976-2016). The task is: Predict the product of the given reaction. (1) Given the reactants O.ON1C2C=CC=CC=2N=N1.Cl.CN(C)CCCN=C=NCC.[CH3:24][C:25]1[CH:41]=[CH:40][C:28]([CH2:29][N:30]2[C:35](=[O:36])[CH:34]=[CH:33][C:32]([C:37]([OH:39])=O)=[CH:31]2)=[CH:27][CH:26]=1.O[N:43]=[C:44]([C:46]1[CH:51]=[CH:50][C:49]([C:52]([CH3:58])([CH3:57])[C:53]([F:56])([F:55])[F:54])=[CH:48][CH:47]=1)[NH2:45], predict the reaction product. The product is: [CH3:24][C:25]1[CH:26]=[CH:27][C:28]([CH2:29][N:30]2[CH:31]=[C:32]([C:37]3[O:39][N:45]=[C:44]([C:46]4[CH:47]=[CH:48][C:49]([C:52]([CH3:58])([CH3:57])[C:53]([F:54])([F:55])[F:56])=[CH:50][CH:51]=4)[N:43]=3)[CH:33]=[CH:34][C:35]2=[O:36])=[CH:40][CH:41]=1. (2) Given the reactants Br[C:2]1[C:11]2[C:6](=[CH:7][C:8]([F:13])=[CH:9][C:10]=2[F:12])[N:5]=[C:4]([N:14]2[CH2:19][CH2:18][CH2:17][CH2:16][C:15]2=[O:20])[C:3]=1[CH3:21].[CH3:22][C:23]1([CH3:38])[C:27]2=[N:28][CH:29]=[C:30]([N:32]3[CH2:37][CH2:36][O:35][CH2:34][CH2:33]3)[CH:31]=[C:26]2[NH:25][CH2:24]1, predict the reaction product. The product is: [CH3:22][C:23]1([CH3:38])[C:27]2=[N:28][CH:29]=[C:30]([N:32]3[CH2:37][CH2:36][O:35][CH2:34][CH2:33]3)[CH:31]=[C:26]2[N:25]([C:2]2[C:11]3[C:6](=[CH:7][C:8]([F:13])=[CH:9][C:10]=3[F:12])[N:5]=[C:4]([N:14]3[CH2:19][CH2:18][CH2:17][CH2:16][C:15]3=[O:20])[C:3]=2[CH3:21])[CH2:24]1. (3) Given the reactants [CH3:1][C:2]1([CH3:11])[C@H:7]2[CH2:8][C@@H:3]1[CH2:4][CH2:5][C@H:6]2[CH2:9][NH2:10].Cl[C:13]1[C:18]([C:19]([NH2:21])=[O:20])=[CH:17][N:16]=[C:15]2[NH:22][CH:23]=[CH:24][C:14]=12.[I-].[Na+].CN(C)C=O, predict the reaction product. The product is: [CH3:1][C:2]1([CH3:11])[C@H:7]2[CH2:8][C@@H:3]1[CH2:4][CH2:5][C@H:6]2[CH2:9][NH:10][C:13]1[C:18]([C:19]([NH2:21])=[O:20])=[CH:17][N:16]=[C:15]2[NH:22][CH:23]=[CH:24][C:14]=12. (4) The product is: [CH2:43]([N:13]1[C:12]2[CH:31]=[CH:32][C:9]([O:8][CH2:1][C:2]3[CH:3]=[CH:4][CH:5]=[CH:6][CH:7]=3)=[CH:10][C:11]=2[O:16][CH2:15][C@H:14]1[C:17]1[CH:22]=[CH:21][C:20]([O:23][CH2:24][C:25]2[CH:26]=[CH:27][CH:28]=[CH:29][CH:30]=2)=[CH:19][CH:18]=1)[CH:42]=[CH2:41]. Given the reactants [CH2:1]([O:8][C:9]1[CH:32]=[CH:31][C:12]2[NH:13][C@H:14]([C:17]3[CH:22]=[CH:21][C:20]([O:23][CH2:24][C:25]4[CH:30]=[CH:29][CH:28]=[CH:27][CH:26]=4)=[CH:19][CH:18]=3)[CH2:15][O:16][C:11]=2[CH:10]=1)[C:2]1[CH:7]=[CH:6][CH:5]=[CH:4][CH:3]=1.[I-].[Na+].C(=O)([O-])[O-].[K+].[K+].[CH2:41](Br)[CH:42]=[CH2:43], predict the reaction product. (5) The product is: [O:1]1[C:5]2[CH:6]=[CH:7][CH:8]=[CH:9][C:4]=2[N:3]=[C:2]1[C:10]1[CH:26]=[CH:25][C:13]2[N:14]([CH:19]3[CH2:20][CH2:21][O:22][CH2:23][CH2:24]3)[C:15]([CH2:17][NH:40][CH2:33][C:34]3[CH:39]=[CH:38][CH:37]=[CH:36][CH:35]=3)=[N:16][C:12]=2[CH:11]=1. Given the reactants [O:1]1[C:5]2[CH:6]=[CH:7][CH:8]=[CH:9][C:4]=2[N:3]=[C:2]1[C:10]1[CH:26]=[CH:25][C:13]2[N:14]([CH:19]3[CH2:24][CH2:23][O:22][CH2:21][CH2:20]3)[C:15]([CH2:17]O)=[N:16][C:12]=2[CH:11]=1.S(Cl)(Cl)=O.[I-].[Na+].[CH2:33]([NH2:40])[C:34]1[CH:39]=[CH:38][CH:37]=[CH:36][CH:35]=1, predict the reaction product. (6) Given the reactants [CH3:1][O:2][C:3]1[CH:4]=[C:5]2[C:17](=[CH:18][CH:19]=1)[NH:16][C:15]1[C:10]3([CH2:14][CH2:13][NH:12][CH2:11]3)[NH:9][CH2:8][CH2:7][C:6]2=1.C([O-])([O-])=O.[K+].[K+].S([O-])(=O)(=O)C.[CH3:31][S:32]([C:35]1[CH:44]=[CH:43][C:38]([O:39][CH2:40][CH2:41]O)=[CH:37][CH:36]=1)(=[O:34])=[O:33], predict the reaction product. The product is: [CH3:1][O:2][C:3]1[CH:4]=[C:5]2[C:17](=[CH:18][CH:19]=1)[NH:16][C:15]1[C:10]3([CH2:14][CH2:13][N:12]([CH2:41][CH2:40][O:39][C:38]4[CH:37]=[CH:36][C:35]([S:32]([CH3:31])(=[O:34])=[O:33])=[CH:44][CH:43]=4)[CH2:11]3)[NH:9][CH2:8][CH2:7][C:6]2=1. (7) The product is: [C:6]([OH:8])(=[O:7])[CH3:5].[NH2:1][C:2]1[C:10]([Cl:11])=[CH:9][C:5]([C:6]([O:8][CH2:14][CH3:15])=[O:7])=[C:4]([O:12][CH3:13])[CH:3]=1. Given the reactants [NH2:1][C:2]1[C:10]([Cl:11])=[CH:9][C:5]([C:6]([OH:8])=[O:7])=[C:4]([O:12][CH3:13])[CH:3]=1.[CH2:14](O)[CH3:15], predict the reaction product.